This data is from Reaction yield outcomes from USPTO patents with 853,638 reactions. The task is: Predict the reaction yield, written as a fraction of the theoretical maximum amount of product (1.0 means a 100% yield; for example, 0.34 means a 34% yield). (1) The reactants are [O:1]1[CH:5]=[C:4]([C:6]2[CH:11]=[CH:10][C:9]([C:12](=[O:14])[CH3:13])=[CH:8][CH:7]=2)[N:3]=[CH:2]1.[F:15][C:16]([F:23])([F:22])[C:17](OCC)=[O:18].C[O-].[Na+].Cl. The product is [F:15][C:16]([F:23])([F:22])[C:17](=[O:18])[CH2:13][C:12]([C:9]1[CH:8]=[CH:7][C:6]([C:4]2[N:3]=[CH:2][O:1][CH:5]=2)=[CH:11][CH:10]=1)=[O:14]. The catalyst is C(OC)(C)(C)C. The yield is 0.990. (2) The product is [Br:1][C:2]1[CH:7]=[C:6]2[C:5](=[CH:4][CH:3]=1)[O:11][C:13]([CH3:15])([CH3:12])[CH2:9][C:8]2=[O:10]. The reactants are [Br:1][C:2]1[CH:3]=[CH:4][C:5]([OH:11])=[C:6]([C:8](=[O:10])[CH3:9])[CH:7]=1.[CH3:12][C:13]([CH3:15])=O.N1CCCC1.Cl. The yield is 0.710. The catalyst is C1(C)C=CC=CC=1. (3) The reactants are Cl.[CH3:2][C:3]1[C:7]([CH2:8][N:9]2[CH:13]=[C:12]([NH2:14])[CH:11]=[N:10]2)=[C:6]([CH3:15])[O:5][N:4]=1.[N:16]([C:19]1[CH:28]=[CH:27][CH:26]=[CH:25][C:20]=1[C:21](OC)=[O:22])=[C:17]=[O:18].C(N(CC)CC)C. The catalyst is C(#N)C.O. The product is [CH3:2][C:3]1[C:7]([CH2:8][N:9]2[CH:13]=[C:12]([N:14]3[C:21](=[O:22])[C:20]4[C:19](=[CH:28][CH:27]=[CH:26][CH:25]=4)[NH:16][C:17]3=[O:18])[CH:11]=[N:10]2)=[C:6]([CH3:15])[O:5][N:4]=1. The yield is 0.180. (4) The reactants are [O:1]([CH2:8][C:9]([NH:11][C:12]1[CH:21]=[CH:20][C:15]([C:16](OC)=[O:17])=[CH:14][CH:13]=1)=[O:10])[C:2]1[CH:7]=[CH:6][CH:5]=[CH:4][CH:3]=1.O.[NH2:23][NH2:24].O. The catalyst is CCO. The product is [NH:23]([C:16]([C:15]1[CH:20]=[CH:21][C:12]([NH:11][C:9](=[O:10])[CH2:8][O:1][C:2]2[CH:7]=[CH:6][CH:5]=[CH:4][CH:3]=2)=[CH:13][CH:14]=1)=[O:17])[NH2:24]. The yield is 0.460. (5) The reactants are [Br:1][C:2]1[CH:3]=[CH:4][C:5]([F:18])=[C:6]([C:8]([NH2:17])([CH3:16])[CH2:9][C:10]2[CH2:15][CH2:14][CH2:13][CH2:12][CH:11]=2)[CH:7]=1.[C:19]([N:27]=[C:28]=[S:29])(=[O:26])[C:20]1[CH:25]=[CH:24][CH:23]=[CH:22][CH:21]=1. The catalyst is C1COCC1. The product is [Br:1][C:2]1[CH:3]=[CH:4][C:5]([F:18])=[C:6]([C:8]([NH:17][C:28]([NH:27][C:19](=[O:26])[C:20]2[CH:21]=[CH:22][CH:23]=[CH:24][CH:25]=2)=[S:29])([CH3:16])[CH2:9][C:10]2[CH2:15][CH2:14][CH2:13][CH2:12][CH:11]=2)[CH:7]=1. The yield is 0.962.